Dataset: Catalyst prediction with 721,799 reactions and 888 catalyst types from USPTO. Task: Predict which catalyst facilitates the given reaction. (1) Reactant: C(OC([N:8]1[CH2:13][CH2:12][C@@H:11]([C:14]2[CH:19]=[CH:18][N:17]([CH3:20])[C:16](=[O:21])[CH:15]=2)[C@H:10]([C:22]2[CH:27]=[CH:26][C:25]([C:28]3[CH:33]=[CH:32][CH:31]=[CH:30][C:29]=3[CH2:34][CH2:35][NH:36][C:37]([O:39][CH2:40][CH3:41])=[O:38])=[CH:24][C:23]=2[Cl:42])[CH2:9]1)=O)(C)(C)C.Cl.O1CCOCC1. Product: [Cl:42][C:23]1[CH:24]=[C:25]([C:28]2[CH:33]=[CH:32][CH:31]=[CH:30][C:29]=2[CH2:34][CH2:35][NH:36][C:37](=[O:38])[O:39][CH2:40][CH3:41])[CH:26]=[CH:27][C:22]=1[C@H:10]1[C@H:11]([C:14]2[CH:19]=[CH:18][N:17]([CH3:20])[C:16](=[O:21])[CH:15]=2)[CH2:12][CH2:13][NH:8][CH2:9]1. The catalyst class is: 2. (2) Reactant: [C:1]([O:5][C:6](=[O:24])[NH:7][C:8]([CH3:23])([CH3:22])[CH2:9][O:10][C:11]1[CH:16]=[CH:15][CH:14]=[C:13]([N+:17]([O-])=O)[C:12]=1[C:20]#[N:21])([CH3:4])([CH3:3])[CH3:2]. Product: [C:1]([O:5][C:6](=[O:24])[NH:7][C:8]([CH3:23])([CH3:22])[CH2:9][O:10][C:11]1[CH:16]=[CH:15][CH:14]=[C:13]([NH2:17])[C:12]=1[C:20]#[N:21])([CH3:4])([CH3:2])[CH3:3]. The catalyst class is: 604. (3) Reactant: [CH:1]12[CH2:10][CH:5]3[CH2:6][CH:7]([CH2:9][CH:3]([CH2:4]3)[CH:2]1[CH2:11][CH2:12][O:13][C:14]1[CH:19]=[CH:18][C:17]([CH2:20][CH2:21][NH:22][CH2:23][C@@H:24]([C:26]3[CH:35]=[CH:34][C:33]([O:36]CC4C=CC=CC=4)=[C:32]4[C:27]=3[CH:28]=[CH:29][C:30](=[O:44])[NH:31]4)[OH:25])=[CH:16][CH:15]=1)[CH2:8]2. Product: [CH:1]12[CH2:8][CH:7]3[CH2:6][CH:5]([CH2:4][CH:3]([CH2:9]3)[CH:2]1[CH2:11][CH2:12][O:13][C:14]1[CH:15]=[CH:16][C:17]([CH2:20][CH2:21][NH:22][CH2:23][C@@H:24]([C:26]3[CH:35]=[CH:34][C:33]([OH:36])=[C:32]4[C:27]=3[CH:28]=[CH:29][C:30](=[O:44])[NH:31]4)[OH:25])=[CH:18][CH:19]=1)[CH2:10]2. The catalyst class is: 45. (4) Reactant: [C:1]([C:4]1[C:5]([O:23][CH3:24])=[C:6]([CH:12]2[CH2:15][N:14]([C:16]([O:18][C:19]([CH3:22])([CH3:21])[CH3:20])=[O:17])[CH2:13]2)[C:7]([Cl:11])=[C:8]([Cl:10])[CH:9]=1)(=[O:3])[CH3:2].[BH4-].[Na+].C(O)(=O)C.C(=O)(O)[O-].[Na+]. Product: [Cl:11][C:7]1[C:8]([Cl:10])=[CH:9][C:4]([CH:1]([OH:3])[CH3:2])=[C:5]([O:23][CH3:24])[C:6]=1[CH:12]1[CH2:13][N:14]([C:16]([O:18][C:19]([CH3:20])([CH3:22])[CH3:21])=[O:17])[CH2:15]1. The catalyst class is: 5. (5) Reactant: [Br-].[Cl:2][C:3]1[N:4]=[N+:5]([CH2:14][C:15]([O:17][CH2:18][CH3:19])=[O:16])[C:6]([N:9]=[CH:10]N(C)C)=[CH:7][CH:8]=1.C(N(C(C)C)CC)(C)C. Product: [CH2:18]([O:17][C:15]([C:14]1[N:5]2[N:4]=[C:3]([Cl:2])[CH:8]=[CH:7][C:6]2=[N:9][CH:10]=1)=[O:16])[CH3:19]. The catalyst class is: 10.